From a dataset of Full USPTO retrosynthesis dataset with 1.9M reactions from patents (1976-2016). Predict the reactants needed to synthesize the given product. (1) Given the product [C:3]([C:7]1[CH:12]=[CH:11][CH:10]=[CH:9][C:8]=1[N:13]1[CH2:18][CH2:17][N:16]([C:34]([NH:31][CH2:28][CH2:22][C:23]([O:25][CH2:26][CH3:27])=[O:24])=[O:36])[CH2:15][CH2:14]1)([CH3:6])([CH3:4])[CH3:5], predict the reactants needed to synthesize it. The reactants are: Cl.Cl.[C:3]([C:7]1[CH:12]=[CH:11][CH:10]=[CH:9][C:8]=1[N:13]1[CH2:18][CH2:17][NH:16][CH2:15][CH2:14]1)([CH3:6])([CH3:5])[CH3:4].N([CH:22]([CH3:28])[C:23]([O:25][CH2:26][CH3:27])=[O:24])=C=O.C([N:31]([CH2:34]C)CC)C.[O:36]1CCCC1. (2) Given the product [Cl:13][C:14]1[CH:15]=[C:16]([NH:17][C:8]([C:7]2[S:6][CH:5]=[N:4][C:3]=2[C:2]([F:12])([F:11])[F:1])=[O:9])[CH:18]=[CH:19][CH:20]=1, predict the reactants needed to synthesize it. The reactants are: [F:1][C:2]([F:12])([F:11])[C:3]1[N:4]=[CH:5][S:6][C:7]=1[C:8](O)=[O:9].[Cl:13][C:14]1[CH:15]=[C:16]([CH:18]=[CH:19][CH:20]=1)[NH2:17].C(N(CC)CC)C. (3) The reactants are: Cl[C:2]12[C:19](=[O:20])[C:18]3[C:13](=[CH:14][CH:15]=[CH:16][CH:17]=3)[C:3]1([OH:21])[O:4][C:5]1[CH:10]=[C:9]([CH3:11])[C:8]([CH3:12])=[CH:7][C:6]=12.[NH2:22][C:23]1[CH:28]=[CH:27][CH:26]=[CH:25][N:24]=1.[CH2:29]1COCC1. Given the product [OH:21][C:3]12[C:13]3[C:18](=[CH:17][CH:16]=[CH:15][CH:14]=3)[C:19](=[O:20])[C:2]1([NH:22][C:23]1[CH:28]=[CH:27][CH:26]=[CH:25][N:24]=1)[C:6]1[CH:7]=[CH:11][C:9]([CH:8]([CH3:29])[CH3:12])=[CH:10][C:5]=1[O:4]2, predict the reactants needed to synthesize it. (4) Given the product [C:1]([O:5][C:6](=[O:29])[NH:7][C:8]1[CH:13]=[C:12]([CH2:14][O:15][CH:16]2[CH2:21][CH2:20][CH2:19][CH2:18][O:17]2)[C:11]([C:22]([F:24])([F:25])[F:23])=[CH:10][C:9]=1[NH2:26])([CH3:4])([CH3:2])[CH3:3], predict the reactants needed to synthesize it. The reactants are: [C:1]([O:5][C:6](=[O:29])[NH:7][C:8]1[CH:13]=[C:12]([CH2:14][O:15][CH:16]2[CH2:21][CH2:20][CH2:19][CH2:18][O:17]2)[C:11]([C:22]([F:25])([F:24])[F:23])=[CH:10][C:9]=1[N+:26]([O-])=O)([CH3:4])([CH3:3])[CH3:2].O.O.Cl[Sn]Cl. (5) Given the product [CH3:1][S:2][C:3]1[CH:10]=[CH:9][C:6]([CH2:7][P:14](=[O:18])([O:15][CH2:16][CH3:17])[O:13][CH2:11][CH3:12])=[CH:5][CH:4]=1, predict the reactants needed to synthesize it. The reactants are: [CH3:1][S:2][C:3]1[CH:10]=[CH:9][C:6]([CH2:7]Cl)=[CH:5][CH:4]=1.[CH2:11]([O:13][P:14]([O:18]CC)[O:15][CH2:16][CH3:17])[CH3:12]. (6) The reactants are: [NH2:1][CH:2]([C:11]1[C:16]([O:17][CH3:18])=[CH:15][CH:14]=[CH:13][C:12]=1[O:19][CH3:20])[CH2:3][CH:4]([CH3:10])[C:5]([O:7]CC)=O.[CH3:21][N:22]1[C:30]2[C:25](=[CH:26][C:27]([CH:31]=O)=[CH:28][CH:29]=2)[CH:24]=[CH:23]1. Given the product [CH3:18][O:17][C:16]1[CH:15]=[CH:14][CH:13]=[C:12]([O:19][CH3:20])[C:11]=1[CH:2]1[N:1]([CH2:31][C:27]2[CH:26]=[C:25]3[C:30](=[CH:29][CH:28]=2)[N:22]([CH3:21])[CH:23]=[CH:24]3)[C:5](=[O:7])[CH:4]([CH3:10])[CH2:3]1, predict the reactants needed to synthesize it. (7) The reactants are: [CH3:1][O:2][CH:3]([C:6]1[CH:7]=[C:8]2[C:13](=[CH:14][C:15]=1[C:16]([F:19])([F:18])[F:17])[NH:12][C:11](=[O:20])[N:10]([NH:21][S:22]([CH3:25])(=[O:24])=[O:23])[C:9]2=[O:26])[CH2:4][CH3:5].[H-].[Na+].[CH3:29][O:30][CH2:31][CH2:32][O:33][C:34](Cl)=[O:35].CCCCCC.CCOC(C)=O. Given the product [CH3:29][O:30][CH2:31][CH2:32][O:33][C:34](=[O:35])[N:21]([S:22]([CH3:25])(=[O:23])=[O:24])[N:10]1[C:9](=[O:26])[C:8]2[C:13](=[CH:14][C:15]([C:16]([F:18])([F:17])[F:19])=[C:6]([CH:3]([O:2][CH3:1])[CH2:4][CH3:5])[CH:7]=2)[NH:12][C:11]1=[O:20], predict the reactants needed to synthesize it.